Dataset: Full USPTO retrosynthesis dataset with 1.9M reactions from patents (1976-2016). Task: Predict the reactants needed to synthesize the given product. (1) The reactants are: [Cl:16][C:13]1[CH:14]=[CH:15][C:10]([S:9][S:9][C:10]2[CH:15]=[CH:14][C:13]([Cl:16])=[CH:12][CH:11]=2)=[CH:11][CH:12]=1.[CH3:17][O:18][C:19](=[O:36])[CH2:20][CH:21]1[C:25]2=[CH:26][C:27]3[C:28]([Br:35])=[CH:29][C:30]([O:33][CH3:34])=[CH:31][C:32]=3[N:24]2[CH2:23][CH2:22]1.C([O-])(O)=O.[Na+]. Given the product [CH3:17][O:18][C:19](=[O:36])[CH2:20][CH:21]1[C:25]2=[C:26]([S:9][C:10]3[CH:11]=[CH:12][C:13]([Cl:16])=[CH:14][CH:15]=3)[C:27]3[C:28]([Br:35])=[CH:29][C:30]([O:33][CH3:34])=[CH:31][C:32]=3[N:24]2[CH2:23][CH2:22]1, predict the reactants needed to synthesize it. (2) The reactants are: [Cl:1][C:2]1[CH:27]=[CH:26][C:5]([CH2:6][NH:7][C:8]([C:10]2[CH:11]=[N:12][C:13]3[C:18]([C:19]=2[OH:20])=[CH:17][C:16]([C:21]#[C:22][CH2:23][OH:24])=[C:15]([CH3:25])[N:14]=3)=[O:9])=[CH:4][CH:3]=1.[C:28](=O)([O-])[O-].[K+].[K+].CI. Given the product [Cl:1][C:2]1[CH:3]=[CH:4][C:5]([CH2:6][NH:7][C:8]([C:10]2[C:19](=[O:20])[C:18]3[C:13](=[N:14][C:15]([CH3:25])=[C:16]([C:21]#[C:22][CH2:23][OH:24])[CH:17]=3)[N:12]([CH3:28])[CH:11]=2)=[O:9])=[CH:26][CH:27]=1, predict the reactants needed to synthesize it. (3) Given the product [F:20][C:21]1[CH:26]=[C:25]([F:27])[CH:24]=[CH:23][C:22]=1[C:2]1[CH:3]=[N:4][CH:5]=[C:6]2[C:11]=1[N:10]=[C:9]([C:12]([NH:14][CH2:15][C:16]([F:19])([F:18])[F:17])=[O:13])[CH:8]=[CH:7]2, predict the reactants needed to synthesize it. The reactants are: Br[C:2]1[CH:3]=[N:4][CH:5]=[C:6]2[C:11]=1[N:10]=[C:9]([C:12]([NH:14][CH2:15][C:16]([F:19])([F:18])[F:17])=[O:13])[CH:8]=[CH:7]2.[F:20][C:21]1[CH:26]=[C:25]([F:27])[CH:24]=[CH:23][C:22]=1B(O)O.C(=O)([O-])[O-].[Cs+].[Cs+]. (4) Given the product [CH3:6][N:7]([CH3:12])[CH:8]=[C:9]([CH2:13][O:14][CH3:15])[CH:10]=[O:11], predict the reactants needed to synthesize it. The reactants are: S(=O)(=O)(O)O.[CH3:6][N:7]([CH3:12])[CH:8]=[CH:9][CH:10]=[O:11].[CH2:13]=[O:14].[CH3:15]O. (5) Given the product [Br:16][CH2:8][C:4]1[CH:5]=[CH:6][CH:7]=[C:2]([Cl:1])[N:3]=1, predict the reactants needed to synthesize it. The reactants are: [Cl:1][C:2]1[CH:7]=[CH:6][CH:5]=[C:4]([CH3:8])[N:3]=1.C1C(=O)N([Br:16])C(=O)C1.C(OOC(=O)C1C=CC=CC=1)(=O)C1C=CC=CC=1. (6) Given the product [Br:1][C:2]1[CH:3]=[C:4]([NH2:10])[C:5]([NH2:6])=[CH:7][C:8]=1[Cl:9], predict the reactants needed to synthesize it. The reactants are: [Br:1][C:2]1[C:8]([Cl:9])=[CH:7][C:5]([NH2:6])=[C:4]([N+:10]([O-])=O)[CH:3]=1.O.O.[Sn](Cl)Cl.O.C(=O)([O-])O.[Na+]. (7) The reactants are: C([O:3][C:4]([C:6]1[O:7][C:8]([C:11]2[CH:16]=[CH:15][C:14]([C:17]#[N:18])=[CH:13][CH:12]=2)=[CH:9][N:10]=1)=[O:5])C.[OH-].[Na+]. Given the product [C:17]([C:14]1[CH:13]=[CH:12][C:11]([C:8]2[O:7][C:6]([C:4]([OH:5])=[O:3])=[N:10][CH:9]=2)=[CH:16][CH:15]=1)#[N:18], predict the reactants needed to synthesize it.